From a dataset of Catalyst prediction with 721,799 reactions and 888 catalyst types from USPTO. Predict which catalyst facilitates the given reaction. (1) Reactant: Br[C:2]1[CH:3]=[N:4][C:5]([C:8]([NH:10][C@H:11]2[CH2:15][CH2:14][N:13]([C:16]3[C:17]4[N:18]([CH:22]=[CH:23][CH:24]=4)[CH:19]=[CH:20][N:21]=3)[CH2:12]2)=[O:9])=[N:6][CH:7]=1.[F:25][C:26]1[CH:31]=[CH:30][C:29](B(O)O)=[CH:28][CH:27]=1.C([O-])([O-])=O.[K+].[K+]. Product: [F:25][C:26]1[CH:31]=[CH:30][C:29]([C:2]2[CH:3]=[N:4][C:5]([C:8]([NH:10][C@H:11]3[CH2:15][CH2:14][N:13]([C:16]4[C:17]5[N:18]([CH:22]=[CH:23][CH:24]=5)[CH:19]=[CH:20][N:21]=4)[CH2:12]3)=[O:9])=[N:6][CH:7]=2)=[CH:28][CH:27]=1. The catalyst class is: 710. (2) Reactant: [NH2:1][C@H:2]([C:14]([NH:16][C:17]1[CH:18]=[N:19][N:20]([CH3:23])[C:21]=1[NH2:22])=[O:15])[CH2:3][CH2:4][CH2:5][NH:6][C:7](=[O:13])[O:8][C:9]([CH3:12])([CH3:11])[CH3:10].C(N(CC)CC)C.FC(F)(F)S(N=[C:37]([NH:46][C:47](=[O:53])[O:48][C:49]([CH3:52])([CH3:51])[CH3:50])[NH:38][C:39](=[O:45])[O:40][C:41]([CH3:44])([CH3:43])[CH3:42])(=O)=O. Product: [NH2:22][C:21]1[N:20]([CH3:23])[N:19]=[CH:18][C:17]=1[NH:16][C:14](=[O:15])[C@@H:2]([NH:1][C:37]([NH:38][C:39]([O:40][C:41]([CH3:44])([CH3:43])[CH3:42])=[O:45])=[N:46][C:47]([O:48][C:49]([CH3:52])([CH3:51])[CH3:50])=[O:53])[CH2:3][CH2:4][CH2:5][NH:6][C:7](=[O:13])[O:8][C:9]([CH3:11])([CH3:12])[CH3:10]. The catalyst class is: 22.